This data is from Full USPTO retrosynthesis dataset with 1.9M reactions from patents (1976-2016). The task is: Predict the reactants needed to synthesize the given product. (1) Given the product [Br:1][C:2]1[C:3]([F:21])=[CH:4][C:5]2[CH:11]3[CH2:12][CH:9]([CH2:10]3)[N:8]3[C:13]([C:28]4[CH:27]=[N:26][N:25]([CH2:24][C:23]([OH:40])([CH3:39])[CH3:22])[CH:29]=4)=[C:14]([C:16]([NH2:18])=[O:17])[N:15]=[C:7]3[C:6]=2[CH:20]=1, predict the reactants needed to synthesize it. The reactants are: [Br:1][C:2]1[C:3]([F:21])=[CH:4][C:5]2[CH:11]3[CH2:12][CH:9]([CH2:10]3)[N:8]3[C:13](I)=[C:14]([C:16]([NH2:18])=[O:17])[N:15]=[C:7]3[C:6]=2[CH:20]=1.[CH3:22][C:23]([OH:40])([CH3:39])[CH2:24][N:25]1[CH:29]=[C:28](B2OC(C)(C)C(C)(C)O2)[CH:27]=[N:26]1. (2) The reactants are: [CH3:1][O:2][C:3](=[O:13])[C:4]1[CH:9]=[CH:8][C:7]([OH:10])=[C:6]([O:11][CH3:12])[CH:5]=1.Br[CH2:15][CH2:16][O:17][CH3:18].C(=O)([O-])[O-].[K+].[K+]. Given the product [CH3:1][O:2][C:3](=[O:13])[C:4]1[CH:9]=[CH:8][C:7]([O:10][CH2:15][CH2:16][O:17][CH3:18])=[C:6]([O:11][CH3:12])[CH:5]=1, predict the reactants needed to synthesize it.